Dataset: Full USPTO retrosynthesis dataset with 1.9M reactions from patents (1976-2016). Task: Predict the reactants needed to synthesize the given product. (1) Given the product [C:12]([O:16][C:17]([N:19]1[CH2:20][CH2:21][C:22]([CH2:32][NH2:33])([C:25]2[CH:30]=[CH:29][C:28]([I:31])=[CH:27][CH:26]=2)[CH2:23][CH2:24]1)=[O:18])([CH3:15])([CH3:14])[CH3:13], predict the reactants needed to synthesize it. The reactants are: [H-].[H-].[H-].[H-].[Li+].[Al+3].OS(O)(=O)=O.[C:12]([O:16][C:17]([N:19]1[CH2:24][CH2:23][C:22]([C:32]#[N:33])([C:25]2[CH:30]=[CH:29][C:28]([I:31])=[CH:27][CH:26]=2)[CH2:21][CH2:20]1)=[O:18])([CH3:15])([CH3:14])[CH3:13]. (2) Given the product [CH3:12][O:11][C:3]1[CH:4]=[C:5]([N+:8]([O-:10])=[O:9])[CH:6]=[CH:7][C:2]=1[N:19]1[CH2:24][CH2:23][O:22][CH2:21][CH2:20]1, predict the reactants needed to synthesize it. The reactants are: Br[C:2]1[CH:7]=[CH:6][C:5]([N+:8]([O-:10])=[O:9])=[CH:4][C:3]=1[O:11][CH3:12].C(=O)([O-])[O-].[K+].[K+].[NH:19]1[CH2:24][CH2:23][O:22][CH2:21][CH2:20]1. (3) Given the product [F:1][C:2]1[CH:11]=[CH:10][CH:9]=[C:8]2[C:3]=1[C:4]([NH:12][C:13]1[CH:14]=[C:15]3[C:19](=[CH:20][CH:21]=1)[N:18]([CH2:29][C:24]1[CH:25]=[CH:26][CH:27]=[CH:28][N:23]=1)[N:17]=[CH:16]3)=[N:5][CH:6]=[N:7]2, predict the reactants needed to synthesize it. The reactants are: [F:1][C:2]1[CH:11]=[CH:10][CH:9]=[C:8]2[C:3]=1[C:4]([NH:12][C:13]1[CH:14]=[C:15]3[C:19](=[CH:20][CH:21]=1)[NH:18][N:17]=[CH:16]3)=[N:5][CH:6]=[N:7]2.Cl.[N:23]1[CH:28]=[CH:27][CH:26]=[CH:25][C:24]=1[CH2:29]Cl.[H-].[Na+]. (4) Given the product [CH3:29][N:30]1[CH2:35][CH2:34][CH:33]([O:36][C:6]([C:8]2[CH:9]=[C:10]([C:18]3[N:19]=[C:20]([C:23]4[CH:28]=[CH:27][N:26]=[CH:25][CH:24]=4)[S:21][CH:22]=3)[C:11](=[O:17])[NH:12][C:13]=2[CH:14]([CH3:15])[CH3:16])=[O:7])[CH2:32][CH2:31]1, predict the reactants needed to synthesize it. The reactants are: N1([C:6]([C:8]2[CH:9]=[C:10]([C:18]3[N:19]=[C:20]([C:23]4[CH:28]=[CH:27][N:26]=[CH:25][CH:24]=4)[S:21][CH:22]=3)[C:11](=[O:17])[NH:12][C:13]=2[CH:14]([CH3:16])[CH3:15])=[O:7])C=CN=C1.[CH3:29][N:30]1[CH2:35][CH2:34][CH:33]([OH:36])[CH2:32][CH2:31]1. (5) Given the product [F:36][C:37]1[CH:44]=[C:43]([F:45])[CH:42]=[CH:41][C:38]=1[CH2:39][NH:40][C:28]([NH:20][C:19]1[CH:21]=[CH:22][C:16]([O:15][C:6]2[C:5]3[C:10](=[CH:11][C:12]([O:13][CH3:14])=[C:3]([O:2][CH3:1])[CH:4]=3)[N:9]=[CH:8][N:7]=2)=[CH:17][C:18]=1[F:23])=[O:34], predict the reactants needed to synthesize it. The reactants are: [CH3:1][O:2][C:3]1[CH:4]=[C:5]2[C:10](=[CH:11][C:12]=1[O:13][CH3:14])[N:9]=[CH:8][N:7]=[C:6]2[O:15][C:16]1[CH:22]=[CH:21][C:19]([NH2:20])=[C:18]([F:23])[CH:17]=1.ClC(Cl)(O[C:28](=[O:34])OC(Cl)(Cl)Cl)Cl.[F:36][C:37]1[CH:44]=[C:43]([F:45])[CH:42]=[CH:41][C:38]=1[CH2:39][NH2:40].